Dataset: Reaction yield outcomes from USPTO patents with 853,638 reactions. Task: Predict the reaction yield, written as a fraction of the theoretical maximum amount of product (1.0 means a 100% yield; for example, 0.34 means a 34% yield). The reactants are [CH3:1][O:2][CH2:3][CH2:4][O:5][C:6]1[CH:7]=[C:8]2[C:12](=[C:13]([N:15]([CH3:25])[S:16]([C:19]3[CH:24]=[CH:23][CH:22]=[CH:21][N:20]=3)(=[O:18])=[O:17])[CH:14]=1)[NH:11][C:10]([C:26](O)=[O:27])=[CH:9]2.[CH2:29]([S:36][C:37]1([CH2:43][NH2:44])[CH2:42][CH2:41][S:40][CH2:39][CH2:38]1)[C:30]1[CH:35]=[CH:34][CH:33]=[CH:32][CH:31]=1.N1(O)C2C=CC=CC=2N=N1.Cl.CN(C)CCCN=C=NCC. The catalyst is CN(C)C=O. The product is [CH2:29]([S:36][C:37]1([CH2:43][NH:44][C:26]([C:10]2[NH:11][C:12]3[C:8]([CH:9]=2)=[CH:7][C:6]([O:5][CH2:4][CH2:3][O:2][CH3:1])=[CH:14][C:13]=3[N:15]([CH3:25])[S:16]([C:19]2[CH:24]=[CH:23][CH:22]=[CH:21][N:20]=2)(=[O:17])=[O:18])=[O:27])[CH2:42][CH2:41][S:40][CH2:39][CH2:38]1)[C:30]1[CH:31]=[CH:32][CH:33]=[CH:34][CH:35]=1. The yield is 0.770.